This data is from Buchwald-Hartwig C-N cross coupling reaction yields with 55,370 reactions. The task is: Predict the reaction yield, written as a fraction of the theoretical maximum amount of product (1.0 means a 100% yield; for example, 0.34 means a 34% yield). The reactants are FC(F)(F)c1ccc(Cl)cc1.Cc1ccc(N)cc1.O=S(=O)(O[Pd]1c2ccccc2-c2ccccc2N~1)C(F)(F)F.COc1ccc(OC)c(P(C(C)(C)C)C(C)(C)C)c1-c1c(C(C)C)cc(C(C)C)cc1C(C)C.CN1CCCN2CCCN=C12.CCOC(=O)c1cc(OC)no1. No catalyst specified. The product is Cc1ccc(Nc2ccc(C(F)(F)F)cc2)cc1. The yield is 0.0364.